Predict the reactants needed to synthesize the given product. From a dataset of Retrosynthesis with 50K atom-mapped reactions and 10 reaction types from USPTO. (1) Given the product O=c1c2cn[nH]c2c2ccc(-c3cccc[n+]3[O-])cc2n1CC(F)(F)F, predict the reactants needed to synthesize it. The reactants are: O=c1c2cnn(C3CCCCO3)c2c2ccc(-c3cccc[n+]3[O-])cc2n1CC(F)(F)F. (2) Given the product CCOC(=O)CC(c1ccccc1)c1cc2[nH]ccc2cc1OC, predict the reactants needed to synthesize it. The reactants are: CCOC(=O)C=C(c1ccccc1)c1cc2[nH]ccc2cc1OC. (3) Given the product COc1ncnc(Cn2cc([N+](=O)[O-])c3ncccc32)c1C, predict the reactants needed to synthesize it. The reactants are: COc1ncnc(CCl)c1C.O=[N+]([O-])c1c[nH]c2cccnc12. (4) Given the product O=[N+]([O-])c1cnc(Br)cc1NCc1cccc(Cl)c1Cl, predict the reactants needed to synthesize it. The reactants are: NCc1cccc(Cl)c1Cl.O=[N+]([O-])c1cnc(Br)cc1Br. (5) Given the product Cc1ccc(Oc2ccc(C=O)cc2C#N)cn1, predict the reactants needed to synthesize it. The reactants are: Cc1ccc(O)cn1.N#Cc1cc(C=O)ccc1F. (6) Given the product NNC(=O)c1cnc2n(c1=O)CCC2, predict the reactants needed to synthesize it. The reactants are: CCOC(=O)c1cnc2n(c1=O)CCC2.NN. (7) Given the product CC(C)[Si](Oc1ccc(C2OCCO2)cc1)(C(C)C)C(C)C, predict the reactants needed to synthesize it. The reactants are: CC(C)[Si](Oc1ccc(C=O)cc1)(C(C)C)C(C)C.OCCO.